From a dataset of Full USPTO retrosynthesis dataset with 1.9M reactions from patents (1976-2016). Predict the reactants needed to synthesize the given product. (1) Given the product [OH:8][C:9]1[C:13]([OH:14])=[C:12]([C:22]#[N:23])[N:11]([C:24]2[CH:25]=[CH:26][C:27]([O:30][CH3:31])=[CH:28][CH:29]=2)[C:10]=1[C:32]#[N:33], predict the reactants needed to synthesize it. The reactants are: C([O:8][C:9]1[C:13]([O:14]CC2C=CC=CC=2)=[C:12]([C:22]#[N:23])[N:11]([C:24]2[CH:29]=[CH:28][C:27]([O:30][CH3:31])=[CH:26][CH:25]=2)[C:10]=1[C:32]#[N:33])C1C=CC=CC=1. (2) Given the product [CH3:1][C:2]1[C:7]2[NH:8][CH:9]=[N:10][C:6]=2[C:5]([C:11]([OH:13])=[O:12])=[CH:4][C:3]=1[N+:14]([O-:16])=[O:15], predict the reactants needed to synthesize it. The reactants are: [CH3:1][C:2]1[C:7]2[NH:8][CH:9]=[N:10][C:6]=2[C:5]([C:11]([OH:13])=[O:12])=[CH:4][CH:3]=1.[N+:14]([O-])([O-:16])=[O:15].[K+]. (3) Given the product [CH3:19][C:20]1[C:28]2[C:27](=[O:29])[NH:26][C:25]([C:30]([NH:60][CH2:59][C:55]3[CH:56]=[CH:57][CH:58]=[C:53]([O:52][CH2:51][CH2:50][CH2:49][CH2:48][S:47][C:44]4[N:45]=[CH:46][NH:42][N:43]=4)[CH:54]=3)=[O:32])=[N:24][C:23]=2[S:22][CH:21]=1, predict the reactants needed to synthesize it. The reactants are: C(C1C=C2C(=CC=1)N=C(C(OCC)=O)NC2=O)#N.[CH3:19][C:20]1[C:28]2[C:27](=[O:29])[NH:26][C:25]([C:30]([O:32]CC)=O)=[N:24][C:23]=2[S:22][CH:21]=1.C1(C(C2C=CC=CC=2)(C2C=CC=CC=2)[N:42]2[CH:46]=[N:45][C:44]([S:47][CH2:48][CH2:49][CH2:50][CH2:51][O:52][C:53]3[CH:54]=[C:55]([CH2:59][NH2:60])[CH:56]=[CH:57][CH:58]=3)=[N:43]2)C=CC=CC=1. (4) The reactants are: [Cl-].[CH3:2][O:3]C[P+](C1C=CC=CC=1)(C1C=CC=CC=1)[C:6]1C=CC=C[CH:7]=1.C[Si]([N-][Si](C)(C)C)(C)C.[K+].[C:34]1(C)C=CC=C[CH:35]=1.[CH2:41]([C@@:44]1([CH3:70])[CH2:49][C@H:48]([C:50]2[CH:55]=[CH:54][CH:53]=[C:52]([Cl:56])[CH:51]=2)[C@@H:47]([C:57]2[CH:62]=[CH:61][C:60]([Cl:63])=[CH:59][CH:58]=2)[N:46]([C@@H:64]([CH2:67][CH3:68])[CH:65]=[O:66])[C:45]1=[O:69])[CH:42]=[CH2:43]. Given the product [CH2:41]([C@@:44]1([CH3:70])[CH2:49][C@H:48]([C:50]2[CH:55]=[CH:54][CH:53]=[C:52]([Cl:56])[CH:51]=2)[C@@H:47]([C:57]2[CH:58]=[CH:59][C:60]([Cl:63])=[CH:61][CH:62]=2)[N:46]([C@@H:64]([CH2:34][CH3:35])/[CH:67]=[CH:68]/[O:3][CH3:2])[C:45]1=[O:69])[CH:42]=[CH2:43].[CH:6]([O:64][CH:65]=[CH2:66])=[CH2:7], predict the reactants needed to synthesize it. (5) Given the product [Cl:8][C:9]1[C:10]([F:34])=[N:11][C:12]([NH:6][CH2:5][CH2:4][C:3]([OH:2])=[O:7])=[C:13]([Cl:27])[C:14]=1[O:15][C:16]1[CH:21]=[CH:20][C:19]([OH:22])=[C:18]([CH:24]([CH3:26])[CH3:25])[CH:17]=1, predict the reactants needed to synthesize it. The reactants are: C[O:2][C:3](=[O:7])[CH2:4][CH2:5][NH2:6].[Cl:8][C:9]1[C:10]([F:34])=[N:11][C:12](NCC(OC)=O)=[C:13]([Cl:27])[C:14]=1[O:15][C:16]1[CH:21]=[CH:20][C:19]([O:22]C)=[C:18]([CH:24]([CH3:26])[CH3:25])[CH:17]=1. (6) Given the product [Cl:20][C:14]1[CH:13]=[C:12]([NH:11][C:1](=[O:6])/[CH:2]=[CH:3]/[CH3:4])[CH:19]=[CH:18][C:15]=1[C:16]#[N:17], predict the reactants needed to synthesize it. The reactants are: [C:1]([OH:6])(=O)/[CH:2]=[CH:3]/[CH3:4].S(Cl)(Cl)=O.[NH2:11][C:12]1[CH:19]=[CH:18][C:15]([C:16]#[N:17])=[C:14]([Cl:20])[CH:13]=1. (7) Given the product [F:8][C:9]1[CH:10]=[C:11]([NH:20][C:21]([C@@H:23]2[N:32]([C:33]([C@@H:35]3[CH2:36][C@H:37]([CH2:39][C:40]([OH:42])=[O:41])[CH2:38]3)=[O:34])[CH2:31][CH2:30][C:29]3[N:28]=[C:27]([O:47][CH3:48])[CH:26]=[CH:25][C:24]2=3)=[O:22])[CH:12]=[C:13]([F:19])[C:14]=1[Si:15]([CH3:18])([CH3:17])[CH3:16], predict the reactants needed to synthesize it. The reactants are: C(O)(C(F)(F)F)=O.[F:8][C:9]1[CH:10]=[C:11]([NH:20][C:21]([C@@H:23]2[N:32]([C:33]([C@@H:35]3[CH2:38][C@H:37]([CH2:39][C:40]([O:42]C(C)(C)C)=[O:41])[CH2:36]3)=[O:34])[CH2:31][CH2:30][C:29]3[N:28]=[C:27]([O:47][CH3:48])[CH:26]=[CH:25][C:24]2=3)=[O:22])[CH:12]=[C:13]([F:19])[C:14]=1[Si:15]([CH3:18])([CH3:17])[CH3:16].C(=O)([O-])O.[Na+]. (8) Given the product [Si:31]([O:1][C@@H:2]1[CH2:7][CH2:6][C@H:5]([NH:8][C:9](=[O:18])[O:10][CH2:11][C:12]2[CH:13]=[CH:14][CH:15]=[CH:16][CH:17]=2)[C@H:4](/[CH:19]=[CH:20]\[CH3:21])[CH2:3]1)([C:27]([CH3:30])([CH3:29])[CH3:28])([CH3:33])[CH3:32], predict the reactants needed to synthesize it. The reactants are: [OH:1][C@@H:2]1[CH2:7][CH2:6][C@H:5]([NH:8][C:9](=[O:18])[O:10][CH2:11][C:12]2[CH:17]=[CH:16][CH:15]=[CH:14][CH:13]=2)[C@H:4](/[CH:19]=[CH:20]\[CH3:21])[CH2:3]1.N1C=CN=C1.[C:27]([Si:31](Cl)([CH3:33])[CH3:32])([CH3:30])([CH3:29])[CH3:28]. (9) Given the product [F:1][C:2]1[CH:3]=[C:4]([C@H:10]2[CH2:14][CH2:13][CH2:12][N:11]2[C:15]2[CH:20]=[CH:19][N:18]3[N:21]=[CH:22][C:23]([C:24]([NH:29][O:28][CH3:27])=[O:25])=[C:17]3[N:16]=2)[C:5]([O:8][CH3:9])=[N:6][CH:7]=1, predict the reactants needed to synthesize it. The reactants are: [F:1][C:2]1[CH:3]=[C:4]([C@H:10]2[CH2:14][CH2:13][CH2:12][N:11]2[C:15]2[CH:20]=[CH:19][N:18]3[N:21]=[CH:22][C:23]([C:24](O)=[O:25])=[C:17]3[N:16]=2)[C:5]([O:8][CH3:9])=[N:6][CH:7]=1.[CH3:27][O:28][NH2:29].